This data is from Experimentally validated miRNA-target interactions with 360,000+ pairs, plus equal number of negative samples. The task is: Binary Classification. Given a miRNA mature sequence and a target amino acid sequence, predict their likelihood of interaction. (1) The miRNA is hsa-miR-6782-5p with sequence UAGGGGUGGGGGAAUUCAGGGGUGU. The protein sequence of the target gene is MAADLNLEWISLPRSWTYGITRGGRVFFINEEAKSTTWLHPVTGEAVVTGHRRQSTDLPTGWEEAYTFEGARYYINHNERKVTCKHPVTGQPSQDNCIFVVNEQTVATMTSEEKKERPISMINEASNYNVTSDYAVHPMSPVGRTSRASKKVHNFGKRSNSIKRNPNAPVVRRGWLYKQDSTGMKLWKKRWFVLSDLCLFYYRDEKEEGILGSILLPSFQIALLTSEDHINRKYAFKAAHPNMRTYYFCTDTGKEMELWMKAMLDAALVQTEPVKRVDKITSENAPTKETNNIPNHRVLI.... Result: 0 (no interaction). (2) The miRNA is hsa-miR-548o-5p with sequence AAAAGUAAUUGCGGUUUUUGCC. The protein sequence of the target gene is MSAVCGGAARMLRTPGRHGYAAEFSPYLPGRLACATAQHYGIAGCGTLLILDPDEAGLRLFRSFDWNDGLFDVTWSENNEHVLITCSGDGSLQLWDTAKAAGPLQVYKEHAQEVYSVDWSQTRGEQLVVSGSWDQTVKLWDPTVGKSLCTFRGHESIIYSTIWSPHIPGCFASASGDQTLRIWDVKAAGVRIVIPAHQAEILSCDWCKYNENLLVTGAVDCSLRGWDLRNVRQPVFELLGHTYAIRRVKFSPFHASVLASCSYDFTVRFWNFSKPDSLLETVEHHTEFTCGLDFSLQSPT.... Result: 1 (interaction). (3) The miRNA is hsa-miR-4472 with sequence GGUGGGGGGUGUUGUUUU. The protein sequence of the target gene is MLCGLSRETPGEADDGPYSKGGKDAGGADVSLACRRQSIPEEFRGITVVELIKKEGSTLGLTISGGTDKDGKPRVSNLRPGGLAARSDLLNIGDYIRSVNGIHLTRLRHDEIITLLKNVGERVVLEVEYELPPPAPENNPRIISKTVDVSLYKEGNSFGFVLRGGAHEDGHKSRPLVLTYVRPGGPADREGSLKVGDRLLSVDGIPLHGASHATALATLRQCSHEALFQVEYDVATPDTVANASGPLMVEIVKTPGSALGISLTTTSLRNKSVITIDRIKPASVVDRSGALHPGDHILSI.... Result: 0 (no interaction). (4) The miRNA is hsa-miR-1282 with sequence UCGUUUGCCUUUUUCUGCUU. The protein sequence of the target gene is MNALLEQKEQQERLREAAALGDIREVQKLVESGVDVNSQNEVNGWTCLHWACKRNHGQVVSYLLKSGADKEILTTKGEMPVQLTSRREIRKIMGVEEEDDDDDDDDNLPQLKKESELPFVPNYLANPAFPFIYTPTAEDSAQMQNGGPSTPPASPPADGSPPLLPPGEPPLLGTFPRDHTSLALVQNGDVSAPSAILRTPESTKPGPVCQPPVSQSRSLFSSVPSKPPMSLEPQNGTYAGPAPAFQPFFFTGAFPFNMQELVLKVRIQNPSLRENDFIEIELDRQELTYQELLRVCCCEL.... Result: 1 (interaction). (5) The miRNA is hsa-miR-6515-5p with sequence UUGGAGGGUGUGGAAGACAUC. Result: 0 (no interaction). The protein sequence of the target gene is MVTQILGAMESQVGGGPAGPALPNGPLLGTNGATDDSKTNLIVNYLPQNMTQDEFKSLFGSIGDIESCKLVRDKITGQSLGYGFVNYSDPNDADKAINTLNGLKLQTKTIKVSYARPSSASIRDANLYVSGLPKTMSQKEMEQLFSQYGRIITSRILVDQVTGVSRGVGFIRFDKRIEAEEAIKGLNGQKPLGAAEPITVKFANNPSQKTGQALLTHLYQSSARRYAGPLHHQTQRFRLDNLLNMAYGVKSPLSLIARFSPIAIDGMSGLAGVGLSGGAAGAGWCIFVYNLSPEADESVL.... (6) The miRNA is hsa-miR-4793-5p with sequence ACAUCCUGCUCCACAGGGCAGAGG. The protein sequence of the target gene is MASNSWNASSSPGEAREDGPEGLDKGLDNDAEGVWSPDIEQSFQEALAIYPPCGRRKIILSDEGKMYGRNELIARYIKLRTGKTRTRKQVSSHIQVLARKKVREYQVGIKAMNLDQVSKDKALQSMASMSSAQIVSASVLQNKFSPPSPLPQAVFSTSSRFWSSPPLLGQQPGPSQDIKPFAQPAYPIQPPLPPTLSSYEPLAPLPSAAASVPVWQDRTIASSRLRLLEYSAFMEVQRDPDTYSKHLFVHIGQTNPAFSDPPLEAVDVRQIYDKFPEKKGGLKELYEKGPPNAFFLVKFW.... Result: 0 (no interaction). (7) The miRNA is hsa-miR-103a-3p with sequence AGCAGCAUUGUACAGGGCUAUGA. The protein sequence of the target gene is MAERESGGLGGGAASPPAASPFLGLHIASPPNFRLTHDISLEEFEDEDLSEITDECGISLQCKDTLSLRPPRAGLLSAGGGGAGSRLQAEMLQMDLIDATGDTPGAEDDEEDDDEERAARRPGAGPPKAESGQEPASRGQGQSQGQSQGPGSGDTYRPKRPTTLNLFPQVPRSQDTLNNNSLGKKHSWQDRVSRSSSPLKTGEQTPPHEHICLSDELPPQSGPAPTTDRGTSTDSPCRRSTATQMAPPGGPPAAPPGGRGHSHRDRIHYQADVRLEATEEIYLTPVQRPPDAAEPTSAFL.... Result: 0 (no interaction). (8) The miRNA is dme-miR-8-3p with sequence UAAUACUGUCAGGUAAAGAUGUC. The protein sequence of the target gene is MFPQSRHPTPHQAAGQPFKFTIPESLDRIKEEFQFLQAQYHSLKLECEKLASEKTEMQRHYVMYYEMSYGLNIEMHKQTEIAKRLNTICAQVIPFLSQEHQQQVAQAVERAKQVTMAELNAIIGQQQLQAQHLSHGHGPPVPLTPHPSGLQPPGIPPLGGSAGLLALSSALSGQSHLAIKDDKKHHDAEHHRDREPGTSNSLLVPDSLRGTDKRRNGPEFSNDIKKRKVDDKDSSHYDSDGDKSDDNLVVDVSNEDPSSPRASPAHSPRENGIDKNRLLKKDASSSPASTASSASSTSLK.... Result: 0 (no interaction). (9) The miRNA is mmu-miR-590-3p with sequence UAAUUUUAUGUAUAAGCUAGU. The protein sequence of the target gene is MEQPPASKSKLKKLSEDSLTKQPEEVFDVLEKLGEGSYGSVFKAIHKESGQVVAIKQVPVESDLQEIIKEISIMQQCDSPYVVKYYGSYFKNTDLWIVMEYCGAGSVSDIIRLRNKTLTEDEIATILKSTLKGLEYLHFMRKIHRDIKAGNILLNTEGHAKLADFGVAGQLTDTMAKRNTVIGTPFWMAPEVIQEIGYNCVADIWSLGITSIEMAEGKPPYADIHPMRAIFMIPTNPPPTFRKPELWSDDFTDFVKKCLVKSPEQRATATQLLQHPFIKNAKPVSILRDLIAEAMEIKAK.... Result: 1 (interaction).